This data is from Forward reaction prediction with 1.9M reactions from USPTO patents (1976-2016). The task is: Predict the product of the given reaction. (1) Given the reactants [CH3:1][O:2][C:3]1[CH:4]=[C:5]([CH:8]=[CH:9][CH:10]=1)[CH:6]=O.[NH2:11][C:12]1[N:13]=[N:14][C:15]([CH3:18])=[CH:16][CH:17]=1.C([O:21][C:22](=O)[C:23]([OH:34])=[CH:24][C:25](=[O:33])[C:26]1[CH:31]=[CH:30][C:29]([CH3:32])=[CH:28][CH:27]=1)C, predict the reaction product. The product is: [OH:34][C:23]1[C:22](=[O:21])[N:11]([C:12]2[N:13]=[N:14][C:15]([CH3:18])=[CH:16][CH:17]=2)[CH:6]([C:5]2[CH:8]=[CH:9][CH:10]=[C:3]([O:2][CH3:1])[CH:4]=2)[C:24]=1[C:25](=[O:33])[C:26]1[CH:31]=[CH:30][C:29]([CH3:32])=[CH:28][CH:27]=1. (2) Given the reactants [C:1]([C:5]1[CH:10]=[CH:9][C:8]([CH2:11][C:12]#[N:13])=[CH:7][CH:6]=1)([CH3:4])([CH3:3])[CH3:2].C([O:16][C:17]([C:19]1[N:23]([CH3:24])[N:22]=[C:21]([CH3:25])[C:20]=1[CH3:26])=O)C.C(C1C=CC(C)=NC=1)C.CO.C[O-].[Na+], predict the reaction product. The product is: [O:16]=[C:17]([C:19]1[N:23]([CH3:24])[N:22]=[C:21]([CH3:25])[C:20]=1[CH3:26])[CH:11]([C:8]1[CH:7]=[CH:6][C:5]([C:1]([CH3:4])([CH3:2])[CH3:3])=[CH:10][CH:9]=1)[C:12]#[N:13]. (3) The product is: [NH2:10][C:9]1[N:11]=[C:16]([C:17]2[CH:18]=[CH:19][C:20]([F:23])=[CH:21][CH:22]=2)[C:15]([C:25]2[CH:26]=[CH:27][C:28](=[O:34])[N:29]([CH:31]([CH3:32])[CH3:33])[N:30]=2)=[CH:14][N:8]=1. Given the reactants CC(C)([O-])C.[K+].Cl.[NH2:8][C:9]([NH2:11])=[NH:10].CN(C)[CH:14]=[C:15]([C:25]1[CH:26]=[CH:27][C:28](=[O:34])[N:29]([CH:31]([CH3:33])[CH3:32])[N:30]=1)[C:16](=O)[C:17]1[CH:22]=[CH:21][C:20]([F:23])=[CH:19][CH:18]=1.O, predict the reaction product. (4) The product is: [Br:1][C:2]1[CH:9]=[CH:8][C:5]([CH:14]([OH:13])[CH2:15][OH:19])=[CH:4][CH:3]=1. Given the reactants [Br:1][C:2]1[CH:9]=[CH:8][C:5](C=C)=[CH:4][CH:3]=1.[NH+]1([O-])[CH2:15][CH2:14][O:13]CC1.S([O-])([O-])(=[O:19])=S.[Na+].[Na+], predict the reaction product. (5) Given the reactants [OH:1][C:2]1[CH:7]=[C:6]([OH:8])[C:5]([CH:9]([CH3:11])[CH3:10])=[CH:4][C:3]=1[C:12]([N:14]1[CH2:22][C:21]2[C:16](=[CH:17][CH:18]=[C:19]([CH2:23][N:24]3[CH2:29][CH2:28][N:27]([CH3:30])[CH2:26][CH2:25]3)[CH:20]=2)[CH2:15]1)=[O:13].[C:31]([O:35][C:36](O[C:36]([O:35][C:31]([CH3:34])([CH3:33])[CH3:32])=[O:37])=[O:37])([CH3:34])([CH3:33])[CH3:32], predict the reaction product. The product is: [C:31]([O:35][C:36](=[O:37])[O:1][C:2]1[CH:7]=[C:6]([O:8][C:36]([O:35][C:31]([CH3:34])([CH3:33])[CH3:32])=[O:37])[C:5]([CH:9]([CH3:10])[CH3:11])=[CH:4][C:3]=1[C:12]([N:14]1[CH2:22][C:21]2[C:16](=[CH:17][CH:18]=[C:19]([CH2:23][N:24]3[CH2:29][CH2:28][N:27]([CH3:30])[CH2:26][CH2:25]3)[CH:20]=2)[CH2:15]1)=[O:13])([CH3:34])([CH3:33])[CH3:32]. (6) Given the reactants C(OC([N:8]1[CH2:13][CH2:12][C:11]([CH3:26])([N:14]2[C:25]3[C:17](=[CH:18][N:19]=[C:20]4[C:24]=3[CH:23]=[CH:22][NH:21]4)[N:16]=[N:15]2)[CH2:10][CH2:9]1)=O)(C)(C)C, predict the reaction product. The product is: [CH3:26][C:11]1([N:14]2[C:25]3[C:17](=[CH:18][N:19]=[C:20]4[C:24]=3[CH:23]=[CH:22][NH:21]4)[N:16]=[N:15]2)[CH2:12][CH2:13][NH:8][CH2:9][CH2:10]1. (7) Given the reactants [C-:1]#[N:2].[K+].CS(O[CH2:9][CH2:10][C:11]([C:25]1[CH:30]=[CH:29][C:28]([Cl:31])=[CH:27][CH:26]=1)([C:13]1[C:21]2[C:16](=[C:17]([CH2:22][S:23][CH3:24])[CH:18]=[CH:19][CH:20]=2)[NH:15][CH:14]=1)[CH3:12])(=O)=O.O.ClCCl, predict the reaction product. The product is: [Cl:31][C:28]1[CH:27]=[CH:26][C:25]([C:11]([C:13]2[C:21]3[C:16](=[C:17]([CH2:22][S:23][CH3:24])[CH:18]=[CH:19][CH:20]=3)[NH:15][CH:14]=2)([CH3:12])[CH2:10][CH2:9][C:1]#[N:2])=[CH:30][CH:29]=1. (8) Given the reactants Cl[C:2]1[C:3](=[O:21])[N:4]([CH2:14][C:15]2[CH:20]=[CH:19][CH:18]=[CH:17][N:16]=2)[C:5](=[O:13])[C:6]=1[C:7]1[CH:12]=[CH:11][CH:10]=[CH:9][CH:8]=1.[CH3:22][O:23][C:24]1[CH:30]=[CH:29][C:27]([NH2:28])=[CH:26][CH:25]=1, predict the reaction product. The product is: [CH3:22][O:23][C:24]1[CH:30]=[CH:29][C:27]([NH:28][C:2]2[C:3](=[O:21])[N:4]([CH2:14][C:15]3[CH:20]=[CH:19][CH:18]=[CH:17][N:16]=3)[C:5](=[O:13])[C:6]=2[C:7]2[CH:12]=[CH:11][CH:10]=[CH:9][CH:8]=2)=[CH:26][CH:25]=1.